This data is from Full USPTO retrosynthesis dataset with 1.9M reactions from patents (1976-2016). The task is: Predict the reactants needed to synthesize the given product. (1) Given the product [Cl:1][C:2]1[CH:9]=[C:8]([C:20]2[CH:21]=[N:22][CH:23]=[CH:24][C:25]=2[CH:26]2[CH2:29][CH2:28][O:27]2)[CH:7]=[CH:6][C:3]=1[C:4]#[N:5], predict the reactants needed to synthesize it. The reactants are: [Cl:1][C:2]1[CH:9]=[C:8](B2OC(C)(C)C(C)(C)O2)[CH:7]=[CH:6][C:3]=1[C:4]#[N:5].Br[C:20]1[CH:21]=[N:22][CH:23]=[CH:24][C:25]=1[CH:26]1[CH2:29][CH2:28][O:27]1.C(Cl)Cl.C([O-])([O-])=O.[Na+].[Na+]. (2) Given the product [OH:8][C:9]1[CH:14]=[C:13]([CH2:15][CH2:16][C:17]([O:19][CH3:20])=[O:18])[CH:12]=[CH:11][C:10]=1[C:21]1[CH:26]=[CH:25][CH:24]=[C:23]([N:27]([CH3:36])[C:28]([NH:30][CH2:31][CH2:32][CH2:33][CH2:34][CH3:35])=[O:29])[CH:22]=1, predict the reactants needed to synthesize it. The reactants are: C([O:8][C:9]1[CH:14]=[C:13](/[CH:15]=[CH:16]/[C:17]([O:19][CH3:20])=[O:18])[CH:12]=[CH:11][C:10]=1[C:21]1[CH:26]=[CH:25][CH:24]=[C:23]([N:27]([CH3:36])[C:28]([NH:30][CH2:31][CH2:32][CH2:33][CH2:34][CH3:35])=[O:29])[CH:22]=1)C1C=CC=CC=1.